Regression. Given a peptide amino acid sequence and an MHC pseudo amino acid sequence, predict their binding affinity value. This is MHC class II binding data. From a dataset of Peptide-MHC class II binding affinity with 134,281 pairs from IEDB. (1) The peptide sequence is EKKYFAAMQFEPLAA. The MHC is HLA-DQA10501-DQB10201 with pseudo-sequence HLA-DQA10501-DQB10201. The binding affinity (normalized) is 0.670. (2) The peptide sequence is FVNQHLCGSHLVEAL. The MHC is DRB1_1201 with pseudo-sequence DRB1_1201. The binding affinity (normalized) is 0.295. (3) The peptide sequence is GAAMVEIALGGVMGG. The binding affinity (normalized) is 0. The MHC is HLA-DQA10201-DQB10402 with pseudo-sequence HLA-DQA10201-DQB10402. (4) The peptide sequence is PIVKDASIQVVSAIR. The MHC is DRB5_0101 with pseudo-sequence DRB5_0101. The binding affinity (normalized) is 0.402. (5) The peptide sequence is HGRQIRMAKLLGRDPE. The MHC is DRB1_1501 with pseudo-sequence DRB1_1501. The binding affinity (normalized) is 0.201.